Dataset: Catalyst prediction with 721,799 reactions and 888 catalyst types from USPTO. Task: Predict which catalyst facilitates the given reaction. (1) Reactant: [CH3:1][NH:2][C:3]1[N:8]=[CH:7][N:6]=[C:5]([O:9][C:10]2[CH:11]=[C:12]3[C:16](=[CH:17][CH:18]=2)[NH:15][CH2:14][CH2:13]3)[CH:4]=1.[C:19]([C:23]1[CH:28]=[CH:27][C:26]([N:29]=[C:30]=[O:31])=[CH:25][CH:24]=1)([CH3:22])([CH3:21])[CH3:20].CCOC(C)=O.O. Product: [C:19]([C:23]1[CH:28]=[CH:27][C:26]([NH:29][C:30]([N:15]2[C:16]3[C:12](=[CH:11][C:10]([O:9][C:5]4[CH:4]=[C:3]([NH:2][CH3:1])[N:8]=[CH:7][N:6]=4)=[CH:18][CH:17]=3)[CH2:13][CH2:14]2)=[O:31])=[CH:25][CH:24]=1)([CH3:22])([CH3:20])[CH3:21]. The catalyst class is: 1. (2) Reactant: [CH:1]([CH:3]1[CH2:9][CH:8]2[N:10]([C:11]([O:13][CH2:14][CH3:15])=[O:12])[CH:5]([CH2:6][CH2:7]2)[CH2:4]1)=[O:2].[O-:16][Mn](=O)(=O)=O.[K+]. Product: [CH2:14]([O:13][C:11]([N:10]1[CH:8]2[CH2:7][CH2:6][CH:5]1[CH2:4][CH:3]([C:1]([OH:16])=[O:2])[CH2:9]2)=[O:12])[CH3:15]. The catalyst class is: 218.